From a dataset of Catalyst prediction with 721,799 reactions and 888 catalyst types from USPTO. Predict which catalyst facilitates the given reaction. (1) Reactant: [O:1]1[CH2:6][CH2:5][CH:4]([N:7]2[CH2:17][CH2:16][C:10]3([CH:12]([C:13]([OH:15])=O)[CH2:11]3)[CH2:9][CH2:8]2)[CH2:3][CH2:2]1.CN(C(ON1N=NC2C=CC=CC1=2)=[N+](C)C)C.F[P-](F)(F)(F)(F)F.CCN(C(C)C)C(C)C.Cl.Cl.[CH:53]1([N:57]2[CH2:62][CH2:61][NH:60][CH2:59][CH2:58]2)[CH2:56][CH2:55][CH2:54]1. Product: [CH:53]1([N:57]2[CH2:62][CH2:61][N:60]([C:13]([CH:12]3[C:10]4([CH2:9][CH2:8][N:7]([CH:4]5[CH2:3][CH2:2][O:1][CH2:6][CH2:5]5)[CH2:17][CH2:16]4)[CH2:11]3)=[O:15])[CH2:59][CH2:58]2)[CH2:56][CH2:55][CH2:54]1. The catalyst class is: 329. (2) Reactant: [C:1]([O:5][C:6](=[O:23])[NH:7][C:8]1[S:9][CH2:10][CH2:11][C@:12]([C:15]2[CH:20]=[CH:19][C:18]([F:21])=[C:17](Br)[CH:16]=2)([CH3:14])[N:13]=1)([CH3:4])([CH3:3])[CH3:2].C([Sn](CCCC)(CCCC)[C:29]1[CH:34]=[N:33][CH:32]=[CH:31][N:30]=1)CCC. Product: [F:21][C:18]1[CH:19]=[CH:20][C:15]([C@:12]2([CH3:14])[CH2:11][CH2:10][S:9][C:8]([NH:7][C:6](=[O:23])[O:5][C:1]([CH3:4])([CH3:3])[CH3:2])=[N:13]2)=[CH:16][C:17]=1[C:29]1[CH:34]=[N:33][CH:32]=[CH:31][N:30]=1. The catalyst class is: 77. (3) Reactant: [CH3:1][O:2][C:3]1[CH:4]=[C:5]([CH:9]=[CH:10][C:11]=1[O:12][CH3:13])[C:6]([OH:8])=O.CCN(C(C)C)C(C)C.CCN=C=NCCCN(C)C.C1C=CC2N(O)N=NC=2C=1.[CH:44]1[C:56]2[NH:55][C:54]3[C:49](=[CH:50][CH:51]=[CH:52][CH:53]=3)[C:48]=2[C:47]([O:57][CH2:58][CH:59]([OH:63])[CH2:60][NH:61][CH3:62])=[CH:46][CH:45]=1. Product: [CH:44]1[C:56]2[NH:55][C:54]3[C:49](=[CH:50][CH:51]=[CH:52][CH:53]=3)[C:48]=2[C:47]([O:57][CH2:58][CH:59]([OH:63])[CH2:60][N:61]([CH3:62])[C:6](=[O:8])[C:5]2[CH:9]=[CH:10][C:11]([O:12][CH3:13])=[C:3]([O:2][CH3:1])[CH:4]=2)=[CH:46][CH:45]=1. The catalyst class is: 85. (4) Reactant: C(OC([N:8]1[CH2:13][CH2:12][N:11]([C:14]2[C:15]3[S:22][CH2:21][CH2:20][C:16]=3[N:17]=[CH:18][N:19]=2)[CH2:10][CH2:9]1)=O)(C)(C)C.[ClH:23]. The catalyst class is: 12. Product: [ClH:23].[N:11]1([C:14]2[C:15]3[S:22][CH2:21][CH2:20][C:16]=3[N:17]=[CH:18][N:19]=2)[CH2:12][CH2:13][NH:8][CH2:9][CH2:10]1.